Dataset: Reaction yield outcomes from USPTO patents with 853,638 reactions. Task: Predict the reaction yield, written as a fraction of the theoretical maximum amount of product (1.0 means a 100% yield; for example, 0.34 means a 34% yield). The reactants are [ClH:1].[NH2:2][CH2:3][C:4]1[CH:12]=[CH:11][CH:10]=[C:9]2[C:5]=1[C:6](=[O:22])[N:7]([CH:14]1[CH2:19][CH2:18][C:17](=[O:20])[NH:16][C:15]1=[O:21])[C:8]2=[O:13].C(N(C(C)C)CC)(C)C.F[C:33]1[CH:34]=[C:35]([CH:39]=C(F)[CH:41]=1)[C:36](Cl)=[O:37].[CH2:43]([Cl:45])Cl. No catalyst specified. The product is [Cl:1][C:33]1[CH:34]=[C:35]([CH:39]=[C:43]([Cl:45])[CH:41]=1)[C:36]([NH:2][CH2:3][C:4]1[CH:12]=[CH:11][CH:10]=[C:9]2[C:5]=1[C:6](=[O:22])[N:7]([CH:14]1[CH2:19][CH2:18][C:17](=[O:20])[NH:16][C:15]1=[O:21])[C:8]2=[O:13])=[O:37]. The yield is 0.760.